The task is: Predict which catalyst facilitates the given reaction.. This data is from Catalyst prediction with 721,799 reactions and 888 catalyst types from USPTO. (1) Reactant: [CH3:1][O:2][C:3]1[CH:4]=[C:5]([NH:9][C:10]2[O:11][CH2:12][C:13](=[O:20])[C:14]=2[C:15]([O:17][CH2:18][CH3:19])=[O:16])[CH:6]=[CH:7][CH:8]=1.[NH:21]1[C:29]2[C:24](=[CH:25][CH:26]=[CH:27][N:28]=2)[C:23]([CH:30]=O)=[CH:22]1.N1CCCCC1. Product: [NH:21]1[C:29]2=[N:28][CH:27]=[CH:26][CH:25]=[C:24]2[C:23]([CH:30]=[C:12]2[O:11][C:10]([NH:9][C:5]3[CH:6]=[CH:7][CH:8]=[C:3]([O:2][CH3:1])[CH:4]=3)=[C:14]([C:15]([O:17][CH2:18][CH3:19])=[O:16])[C:13]2=[O:20])=[CH:22]1. The catalyst class is: 8. (2) Reactant: C([O:3][C:4](=O)[CH:5]=[CH:6][C:7]1[CH:8]=[C:9]2[C:14](=[CH:15][CH:16]=1)[N:13]=[CH:12][CH:11]=[CH:10]2)C.CC(C[AlH]CC(C)C)C.CCCCCC. Product: [N:13]1[C:14]2[C:9](=[CH:8][C:7]([CH:6]=[CH:5][CH2:4][OH:3])=[CH:16][CH:15]=2)[CH:10]=[CH:11][CH:12]=1. The catalyst class is: 1. (3) Reactant: C([N:4]1[C:8]([C:9]([OH:11])=[O:10])=[C:7]([N:12]2[C:16](=[O:17])[NH:15][C:14]([CH:18]([NH:30][C:31]3[CH:36]=[CH:35][C:34]([C:37]#[N:38])=[C:33]([CH2:39][NH:40]C(OC(C)(C)C)=O)[CH:32]=3)[C:19]3[CH:24]=[C:23]([O:25][CH3:26])[C:22]([O:27][CH3:28])=[CH:21][C:20]=3[F:29])=[N:13]2)[N:6]=[CH:5]1)C=C.CN1C(=O)CC(=O)N(C)C1=O.FC(F)(F)C(O)=O.C1(C)C=CC=CC=1. Product: [F:29][C:20]1[CH:21]=[C:22]([O:27][CH3:28])[C:23]([O:25][CH3:26])=[CH:24][C:19]=1[CH:18]([NH:30][C:31]1[CH:32]=[C:33]2[C:34](=[CH:35][CH:36]=1)[C:37](=[NH:38])[NH:40][CH2:39]2)[C:14]1[NH:15][C:16](=[O:17])[N:12]([C:7]2[N:6]=[CH:5][NH:4][C:8]=2[C:9]([OH:11])=[O:10])[N:13]=1. The catalyst class is: 668.